Dataset: Blood-brain barrier permeability classification from the B3DB database. Task: Regression/Classification. Given a drug SMILES string, predict its absorption, distribution, metabolism, or excretion properties. Task type varies by dataset: regression for continuous measurements (e.g., permeability, clearance, half-life) or binary classification for categorical outcomes (e.g., BBB penetration, CYP inhibition). Dataset: b3db_classification. (1) The drug is CC(=O)O[C@H]1C(=O)[C@]2(C)[C@@H](O)C[C@H]3OC[C@@]3(OC(C)=O)[C@H]2[C@H](OC(=O)c2ccccc2)[C@]2(O)C[C@H](OC(=O)[C@H](O)[C@@H](NC(=O)c3ccc(F)cc3)c3ccccc3)C(C)=C1C2(C)C. The result is 1 (penetrates BBB). (2) The molecule is COc1ccc(C2CNC(=O)C2)cc1OC1CCCC1. The result is 1 (penetrates BBB). (3) The molecule is CC1(C)S[C@@H]2[C@H](NC(=O)[C@@H](C(=O)O)c3ccccc3)C(=O)N2[C@H]1C(=O)O. The result is 0 (does not penetrate BBB). (4) The drug is O=C1N[C@@H]2CCCCN2C12CCN(CCCN1c3ccccc3CCc3ccc(Cl)cc31)CC2. The result is 1 (penetrates BBB). (5) The compound is CC(Cc1ccccc1)NO. The result is 0 (does not penetrate BBB). (6) The molecule is CN(C)CCCN1c2ccccc2CCc2ccc(C#N)cc21. The result is 1 (penetrates BBB). (7) The compound is OCc1ncc2n1-c1ccc(Cl)cc1C(c1ccccc1F)=NC2. The result is 1 (penetrates BBB). (8) The drug is FC(F)(F)[C@@H](Cl)Br. The result is 1 (penetrates BBB). (9) The drug is CCC(=O)N(c1ccc(Cl)c(Cl)c1)[C@H]1CCC[C@H]1N(C)C. The result is 1 (penetrates BBB). (10) The result is 1 (penetrates BBB). The molecule is CN1CCC23c4c5ccc(O)c4OC2C(O)C=CC3C1C5.